This data is from Full USPTO retrosynthesis dataset with 1.9M reactions from patents (1976-2016). The task is: Predict the reactants needed to synthesize the given product. (1) The reactants are: [CH2:1]([O:8][C:9]1[C:10]([F:20])=[C:11]([C:16]([Cl:19])=[CH:17][CH:18]=1)[C:12]([O:14]C)=[O:13])[C:2]1[CH:7]=[CH:6][CH:5]=[CH:4][CH:3]=1.CO.[OH-].[K+]. Given the product [CH2:1]([O:8][C:9]1[C:10]([F:20])=[C:11]([C:16]([Cl:19])=[CH:17][CH:18]=1)[C:12]([OH:14])=[O:13])[C:2]1[CH:3]=[CH:4][CH:5]=[CH:6][CH:7]=1, predict the reactants needed to synthesize it. (2) Given the product [CH2:26]([N:8]([CH2:35][C:36]1[CH:62]=[CH:61][C:39]([CH2:40][N:41]([CH2:59][CH3:60])[C@H:42]2[CH2:46][CH2:45][N:44]([C:47]3[C:48]([C:49]([O:51][CH:52]([CH3:54])[CH3:53])=[O:50])=[CH:55][CH:56]=[CH:57][N:58]=3)[CH2:43]2)=[CH:38][CH:37]=1)[C@@H:9]1[CH2:13][CH2:12][N:11]([C:14]2[C:15]([C:16]([O:18][CH:19]([CH3:20])[CH3:21])=[O:17])=[CH:22][CH:23]=[CH:24][N:25]=2)[CH2:10]1)[CH3:27], predict the reactants needed to synthesize it. The reactants are: C(OC([N:8]([CH2:26][CH3:27])[C@H:9]1[CH2:13][CH2:12][N:11]([C:14]2[N:25]=[CH:24][CH:23]=[CH:22][C:15]=2[C:16]([O:18][CH:19]([CH3:21])[CH3:20])=[O:17])[CH2:10]1)=O)(C)(C)C.C([O-])([O-])=O.[K+].[K+].Br[CH2:35][C:36]1[CH:62]=[CH:61][C:39]([CH2:40][N:41]([CH2:59][CH3:60])[C@@H:42]2[CH2:46][CH2:45][N:44]([C:47]3[N:58]=[CH:57][CH:56]=[CH:55][C:48]=3[C:49]([O:51][CH:52]([CH3:54])[CH3:53])=[O:50])[CH2:43]2)=[CH:38][CH:37]=1. (3) Given the product [C:1]1([S:7]([C:10]2[CH:11]=[C:12]3[C:17](=[CH:18][CH:19]=2)[CH:16]([C:20]#[N:21])[CH2:15][CH2:14][CH2:13]3)(=[O:9])=[O:8])[CH:2]=[CH:3][CH:4]=[CH:5][CH:6]=1, predict the reactants needed to synthesize it. The reactants are: [C:1]1([S:7]([C:10]2[CH:11]=[C:12]3[C:17](=[CH:18][CH:19]=2)[C:16]([C:20]#[N:21])=[CH:15][CH2:14][CH2:13]3)(=[O:9])=[O:8])[CH:6]=[CH:5][CH:4]=[CH:3][CH:2]=1.CCO.[H][H]. (4) Given the product [Br:1][C:2]1[CH:3]=[C:4]2[C:9](=[CH:10][CH:11]=1)[N:8]=[C:7]([NH:12][C:13]([CH3:15])([CH3:16])[CH3:14])[C:6]([C:17]1[O:30][CH2:40][CH2:39][CH2:38][C:18]=1[C:19]1[CH:24]=[C:23]([CH2:25][C:26]([CH3:29])([CH3:28])[CH3:27])[N:22]=[CH:21][N:20]=1)=[CH:5]2, predict the reactants needed to synthesize it. The reactants are: [Br:1][C:2]1[CH:3]=[C:4]2[C:9](=[CH:10][CH:11]=1)[N:8]=[C:7]([NH:12][C:13]([CH3:16])([CH3:15])[CH3:14])[C:6]([C:17](=[O:30])[CH2:18][C:19]1[CH:24]=[C:23]([CH2:25][C:26]([CH3:29])([CH3:28])[CH3:27])[N:22]=[CH:21][N:20]=1)=[CH:5]2.C(=O)([O-])[O-].[K+].[K+].Br[CH2:38][CH2:39][CH2:40]Cl.